From a dataset of Peptide-MHC class I binding affinity with 185,985 pairs from IEDB/IMGT. Regression. Given a peptide amino acid sequence and an MHC pseudo amino acid sequence, predict their binding affinity value. This is MHC class I binding data. (1) The peptide sequence is EVRLATMLF. The MHC is HLA-B08:02 with pseudo-sequence HLA-B08:02. The binding affinity (normalized) is 0.0847. (2) The peptide sequence is ILMWEAVTL. The MHC is HLA-A03:01 with pseudo-sequence HLA-A03:01. The binding affinity (normalized) is 0. (3) The peptide sequence is LTQDLFLPFY. The MHC is HLA-A01:01 with pseudo-sequence HLA-A01:01. The binding affinity (normalized) is 0.803. (4) The MHC is HLA-B53:01 with pseudo-sequence HLA-B53:01. The peptide sequence is FPREGVFVF. The binding affinity (normalized) is 0.845. (5) The peptide sequence is TTSTTASAK. The MHC is HLA-A11:01 with pseudo-sequence HLA-A11:01. The binding affinity (normalized) is 0.543. (6) The peptide sequence is ESDSKPQKV. The binding affinity (normalized) is 0. The MHC is HLA-A30:02 with pseudo-sequence HLA-A30:02. (7) The peptide sequence is KRWIIMGLNK. The MHC is HLA-B54:01 with pseudo-sequence HLA-B54:01. The binding affinity (normalized) is 0. (8) The binding affinity (normalized) is 0.0847. The peptide sequence is EEDLPVTWR. The MHC is HLA-B40:01 with pseudo-sequence HLA-B40:01. (9) The peptide sequence is RMMATKDSF. The MHC is HLA-A03:01 with pseudo-sequence HLA-A03:01. The binding affinity (normalized) is 0.0847. (10) The binding affinity (normalized) is 0.0847. The MHC is HLA-A02:03 with pseudo-sequence HLA-A02:03. The peptide sequence is FQWPALHEE.